The task is: Predict which catalyst facilitates the given reaction.. This data is from Catalyst prediction with 721,799 reactions and 888 catalyst types from USPTO. (1) Reactant: [Cl:1][C:2]1[CH:7]=[C:6](B2OC(C)(C)C(C)(C)O2)[CH:5]=[CH:4][C:3]=1[NH:17][C:18](=[O:24])[O:19][C:20]([CH3:23])([CH3:22])[CH3:21].C([O-])([O-])=O.[Na+].[Na+].Cl[C:32]1[CH:37]=[N:36][CH:35]=[C:34]([CH3:38])[N:33]=1. Product: [Cl:1][C:2]1[CH:7]=[C:6]([C:32]2[CH:37]=[N:36][CH:35]=[C:34]([CH3:38])[N:33]=2)[CH:5]=[CH:4][C:3]=1[NH:17][C:18](=[O:24])[O:19][C:20]([CH3:21])([CH3:22])[CH3:23]. The catalyst class is: 73. (2) Reactant: [CH3:1][C:2]1[O:3][C:4]([C:7]2[CH:12]=[CH:11][CH:10]=[CH:9][CH:8]=2)=[N:5][N:6]=1.C([Li])CCC.[CH3:18][C:19]([CH3:24])([CH2:22][CH3:23])[CH:20]=[O:21]. Product: [CH3:18][C:19]([CH3:24])([CH2:22][CH3:23])[CH:20]([OH:21])[CH2:1][C:2]1[O:3][C:4]([C:7]2[CH:8]=[CH:9][CH:10]=[CH:11][CH:12]=2)=[N:5][N:6]=1. The catalyst class is: 7. (3) Reactant: [I:1][C:2]1[CH:7]=[CH:6][N:5]=[C:4]([N:8]2[C:16]3[C:11](=[CH:12][C:13]([CH2:17][NH:18][CH3:19])=[CH:14][CH:15]=3)[C:10]([C:20]([NH2:22])=[O:21])=[N:9]2)[CH:3]=1.[C:23]([O:27][C:28]([NH:30][CH2:31][CH2:32][CH2:33][C:34]([OH:36])=O)=[O:29])([CH3:26])([CH3:25])[CH3:24].C(N(C(C)C)C(C)C)C.F[P-](F)(F)(F)(F)F.C[N+](C)=C(N(C)C)ON1C2N=CC=CC=2N=N1. Product: [C:20]([C:10]1[C:11]2[C:16](=[CH:15][CH:14]=[C:13]([CH2:17][N:18]([CH3:19])[C:34]([CH2:33][CH2:32][CH2:31][NH:30][C:28](=[O:29])[O:27][C:23]([CH3:24])([CH3:25])[CH3:26])=[O:36])[CH:12]=2)[N:8]([C:4]2[CH:3]=[C:2]([I:1])[CH:7]=[CH:6][N:5]=2)[N:9]=1)(=[O:21])[NH2:22]. The catalyst class is: 4. (4) Reactant: Br[C:2]1[CH:17]=[CH:16][C:5]([CH2:6][CH2:7][NH:8][C:9](=[O:15])[O:10][C:11]([CH3:14])([CH3:13])[CH3:12])=[CH:4][CH:3]=1.[B:18]1([B:18]2[O:22][C:21]([CH3:24])([CH3:23])[C:20]([CH3:26])([CH3:25])[O:19]2)[O:22][C:21]([CH3:24])([CH3:23])[C:20]([CH3:26])([CH3:25])[O:19]1.C([O-])(=O)C.[K+]. Product: [CH3:25][C:20]1([CH3:26])[C:21]([CH3:24])([CH3:23])[O:22][B:18]([C:2]2[CH:17]=[CH:16][C:5]([CH2:6][CH2:7][NH:8][C:9](=[O:15])[O:10][C:11]([CH3:14])([CH3:13])[CH3:12])=[CH:4][CH:3]=2)[O:19]1. The catalyst class is: 12. (5) Reactant: Cl[C:2]1[N:3]=[C:4]2[C:10]([C:11]3[CH:16]=[CH:15][CH:14]=[CH:13][CH:12]=3)=[C:9]([C:17]3[CH:22]=[CH:21][C:20]([C:23]4([NH:27][C:28](=[O:34])[O:29][C:30]([CH3:33])([CH3:32])[CH3:31])[CH2:26][CH2:25][CH2:24]4)=[CH:19][CH:18]=3)[O:8][C:5]2=[N:6][CH:7]=1.C(=O)([O-])[O-].[Cs+].[Cs+].O1[CH2:46][CH2:45]OCC1. Product: [C:11]1([C:10]2[C:4]3[C:5](=[N:6][CH:7]=[C:2]([C:7]4[CH:2]=[N:3][CH:4]=[CH:45][CH:46]=4)[N:3]=3)[O:8][C:9]=2[C:17]2[CH:22]=[CH:21][C:20]([C:23]3([NH:27][C:28](=[O:34])[O:29][C:30]([CH3:33])([CH3:32])[CH3:31])[CH2:26][CH2:25][CH2:24]3)=[CH:19][CH:18]=2)[CH:16]=[CH:15][CH:14]=[CH:13][CH:12]=1. The catalyst class is: 6. (6) Reactant: C(OC([N:8]1[CH2:13][CH2:12][C:11]([C:15]2[S:19][C:18]3[CH:20]=[C:21]([O:24][CH3:25])[CH:22]=[CH:23][C:17]=3[CH:16]=2)(O)[CH2:10][CH2:9]1)=O)(C)(C)C.FC(F)(F)C(O)=O. Product: [CH3:25][O:24][C:21]1[CH:22]=[CH:23][C:17]2[CH:16]=[C:15]([C:11]3[CH2:12][CH2:13][NH:8][CH2:9][CH:10]=3)[S:19][C:18]=2[CH:20]=1. The catalyst class is: 2.